This data is from Full USPTO retrosynthesis dataset with 1.9M reactions from patents (1976-2016). The task is: Predict the reactants needed to synthesize the given product. (1) Given the product [Cl:1][C:2]1[CH:7]=[C:6]2[NH:8][C:9](=[O:38])[C:10]3([CH:15]([C:16]4[CH:21]=[C:20]([Cl:22])[CH:19]=[CH:18][C:17]=4[O:23][C:24]([C:25](=[O:26])[NH:59][CH:54]4[CH2:53][CH2:56][CH2:55]4)([CH3:28])[CH3:27])[CH2:14][C:13](=[O:29])[NH:12][CH:11]3[C:30]3[CH:35]=[C:34]([F:36])[CH:33]=[CH:32][C:31]=3[CH3:37])[C:5]2=[CH:4][CH:3]=1, predict the reactants needed to synthesize it. The reactants are: [Cl:1][C:2]1[CH:7]=[C:6]2[NH:8][C:9](=[O:38])[C:10]3([CH:15]([C:16]4[CH:21]=[C:20]([Cl:22])[CH:19]=[CH:18][C:17]=4[O:23][C:24]([CH3:28])([CH3:27])[CH2:25][OH:26])[CH2:14][C:13](=[O:29])[NH:12][CH:11]3[C:30]3[CH:35]=[C:34]([F:36])[CH:33]=[CH:32][C:31]=3[CH3:37])[C:5]2=[CH:4][CH:3]=1.CCN=C=NCCCN(C)C.Cl.C1C=[CH:53][C:54]2[N:59](O)N=N[C:55]=2[CH:56]=1.CCN(C(C)C)C(C)C.C1(N)CCC1. (2) Given the product [Cl:16][C:3]1[CH:4]=[C:5]([NH:9][C:10]2[N:14]=[C:13]([NH2:15])[NH:12][N:11]=2)[CH:6]=[C:7]([Cl:8])[C:2]=1[C:25]1[CH:40]=[CH:39][C:28]([O:29][CH2:30][CH2:31][CH2:32][N:33]2[CH2:34][CH2:35][O:36][CH2:37][CH2:38]2)=[CH:27][CH:26]=1, predict the reactants needed to synthesize it. The reactants are: Br[C:2]1[C:7]([Cl:8])=[CH:6][C:5]([NH:9][C:10]2[N:14]=[C:13]([NH2:15])[NH:12][N:11]=2)=[CH:4][C:3]=1[Cl:16].CC1(C)C(C)(C)OB([C:25]2[CH:40]=[CH:39][C:28]([O:29][CH2:30][CH2:31][CH2:32][N:33]3[CH2:38][CH2:37][O:36][CH2:35][CH2:34]3)=[CH:27][CH:26]=2)O1.O1CCOCC1.O.C(=O)([O-])[O-].[K+].[K+]. (3) Given the product [Cl:1][C:2]1[CH:34]=[CH:33][C:5]2[N:6]([C:22]3[CH:32]=[CH:31][C:25]([C:26]([NH2:35])=[O:27])=[CH:24][CH:23]=3)[C:7]([CH2:9][N:10]3[C:14]4=[CH:15][N:16]=[CH:17][CH:18]=[C:13]4[C:12]4([CH2:20][CH2:19]4)[C:11]3=[O:21])=[N:8][C:4]=2[CH:3]=1, predict the reactants needed to synthesize it. The reactants are: [Cl:1][C:2]1[CH:34]=[CH:33][C:5]2[N:6]([C:22]3[CH:32]=[CH:31][C:25]([C:26](OCC)=[O:27])=[CH:24][CH:23]=3)[C:7]([CH2:9][N:10]3[C:14]4=[CH:15][N:16]=[CH:17][CH:18]=[C:13]4[C:12]4([CH2:20][CH2:19]4)[C:11]3=[O:21])=[N:8][C:4]=2[CH:3]=1.[NH3:35]. (4) Given the product [NH2:14][C:15]1[CH:16]=[C:17]2[C:25]([C:24]3[CH:23]=[CH:22][C:21]([NH:28][C:29](=[O:33])[CH2:30][CH2:31][CH3:32])=[CH:20][C:19]=3[CH2:18]2)=[CH:26][CH:27]=1, predict the reactants needed to synthesize it. The reactants are: FC(F)(F)C(O)=O.C(OC(=O)[NH:14][C:15]1[CH:27]=[CH:26][C:25]2[C:24]3[C:19](=[CH:20][C:21]([NH:28][C:29](=[O:33])[CH2:30][CH2:31][CH3:32])=[CH:22][CH:23]=3)[CH2:18][C:17]=2[CH:16]=1)(C)(C)C.